The task is: Predict the reactants needed to synthesize the given product.. This data is from Full USPTO retrosynthesis dataset with 1.9M reactions from patents (1976-2016). (1) The reactants are: [Cl:1][C:2]1[CH:7]=[CH:6][C:5]([CH:8]([CH3:12])[C:9]([OH:11])=O)=[CH:4][CH:3]=1.[NH2:13][CH2:14][CH2:15][CH2:16][N:17]1[CH2:22][CH2:21][CH:20]([C:23]2[CH:24]=[C:25]([NH:29][C:30](=[O:34])[CH:31]([CH3:33])[CH3:32])[CH:26]=[CH:27][CH:28]=2)[CH2:19][CH2:18]1. Given the product [Cl:1][C:2]1[CH:3]=[CH:4][C:5]([CH:8]([CH3:12])[C:9]([NH:13][CH2:14][CH2:15][CH2:16][N:17]2[CH2:22][CH2:21][CH:20]([C:23]3[CH:28]=[CH:27][CH:26]=[C:25]([NH:29][C:30](=[O:34])[CH:31]([CH3:32])[CH3:33])[CH:24]=3)[CH2:19][CH2:18]2)=[O:11])=[CH:6][CH:7]=1, predict the reactants needed to synthesize it. (2) The reactants are: [CH3:1][C:2]1[N:3]=[C:4]([NH:7][C:8]2[CH:13]=[C:12]([OH:14])[CH:11]=[CH:10][N:9]=2)[S:5][CH:6]=1.F[C:16]1[CH:23]=[CH:22][CH:21]=[CH:20][C:17]=1[C:18]#[N:19].C(=O)([O-])[O-].[K+].[K+].Cl. Given the product [CH3:1][C:2]1[N:3]=[C:4]([NH:7][C:8]2[CH:13]=[C:12]([O:14][C:16]3[CH:23]=[CH:22][CH:21]=[CH:20][C:17]=3[C:18]#[N:19])[CH:11]=[CH:10][N:9]=2)[S:5][CH:6]=1, predict the reactants needed to synthesize it.